From a dataset of Full USPTO retrosynthesis dataset with 1.9M reactions from patents (1976-2016). Predict the reactants needed to synthesize the given product. (1) Given the product [CH:6]1([CH2:5][CH:4]([N:11]2[C:16](=[O:17])[CH:15]=[CH:14][C:13]([O:18][C:19]3[CH:24]=[CH:23][CH:22]=[CH:21][CH:20]=3)=[N:12]2)[C:3]([OH:25])=[O:2])[CH2:10][CH2:9][CH2:8][CH2:7]1, predict the reactants needed to synthesize it. The reactants are: C[O:2][C:3](=[O:25])[CH:4]([N:11]1[C:16](=[O:17])[CH:15]=[CH:14][C:13]([O:18][C:19]2[CH:24]=[CH:23][CH:22]=[CH:21][CH:20]=2)=[N:12]1)[CH2:5][CH:6]1[CH2:10][CH2:9][CH2:8][CH2:7]1.[OH-].[Na+]. (2) Given the product [CH3:29][N:30]([CH3:31])[CH:26]([CH3:27])[CH2:25][CH2:24][CH2:23][O:22][C@H:19]1[CH2:20][CH2:21][C@H:16]([N:2]([CH3:1])[S:3]([C:6]2[CH:11]=[CH:10][C:9]([C:12]([F:15])([F:14])[F:13])=[CH:8][CH:7]=2)(=[O:5])=[O:4])[CH2:17][CH2:18]1, predict the reactants needed to synthesize it. The reactants are: [CH3:1][N:2]([C@H:16]1[CH2:21][CH2:20][C@H:19]([O:22][CH2:23][CH2:24][CH2:25][C:26](=O)[CH3:27])[CH2:18][CH2:17]1)[S:3]([C:6]1[CH:11]=[CH:10][C:9]([C:12]([F:15])([F:14])[F:13])=[CH:8][CH:7]=1)(=[O:5])=[O:4].[CH3:29][NH:30][CH3:31].[BH3-]C#N.[Na+].O.